This data is from Reaction yield outcomes from USPTO patents with 853,638 reactions. The task is: Predict the reaction yield, written as a fraction of the theoretical maximum amount of product (1.0 means a 100% yield; for example, 0.34 means a 34% yield). (1) The reactants are [C:1]1([N:7]2[CH2:12][CH2:11][O:10][CH2:9][CH2:8]2)[CH:6]=[CH:5][CH:4]=[CH:3][CH:2]=1.[Br:13]Br.O.[OH-].[Na+]. The catalyst is C(O)C. The product is [N:7]1([C:1]2[CH:6]=[CH:5][C:4]([Br:13])=[CH:3][CH:2]=2)[CH2:12][CH2:11][O:10][CH2:9][CH2:8]1. The yield is 0.561. (2) The reactants are [Cl:1][C:2]1[CH:3]=[C:4]([NH:16][C:17]2[C:26]3[C:21](=[CH:22][C:23]([O:39][CH2:40][CH3:41])=[C:24]([NH:27][C:28](=[O:38])[CH2:29]P(OCC)(OCC)=O)[CH:25]=3)[N:20]=[CH:19][C:18]=2[C:42]#[N:43])[CH:5]=[CH:6][C:7]=1[O:8][CH2:9][C:10]1[CH:15]=[CH:14][CH:13]=[CH:12][N:11]=1.C[Si]([N-][Si](C)(C)C)(C)C.[Li+].C1(C)C=CC=CC=1.[CH:61]([C@@H:63]1[CH2:67][CH2:66][CH2:65][N:64]1[C:68]([O:70][C:71]([CH3:74])([CH3:73])[CH3:72])=[O:69])=O. The catalyst is O1CCCC1. The product is [Cl:1][C:2]1[CH:3]=[C:4]([NH:16][C:17]2[C:26]3[C:21](=[CH:22][C:23]([O:39][CH2:40][CH3:41])=[C:24]([NH:27][C:28](=[O:38])/[CH:29]=[CH:61]/[C@@H:63]4[CH2:67][CH2:66][CH2:65][N:64]4[C:68]([O:70][C:71]([CH3:72])([CH3:74])[CH3:73])=[O:69])[CH:25]=3)[N:20]=[CH:19][C:18]=2[C:42]#[N:43])[CH:5]=[CH:6][C:7]=1[O:8][CH2:9][C:10]1[CH:15]=[CH:14][CH:13]=[CH:12][N:11]=1. The yield is 0.962. (3) The reactants are [BH4-].[Li+].CO.[H][H].C([O:9][C:10](=O)[C:11]([CH3:30])([CH3:29])[CH2:12][CH2:13][CH2:14][CH2:15][C:16](=[O:28])[CH2:17][CH2:18][CH2:19][CH2:20][CH2:21][C:22]([CH3:27])([CH3:26])[C:23](O)=[O:24])C.Cl.[Cl-].[NH4+]. The catalyst is ClCCl. The product is [CH3:29][C:11]([CH3:30])([CH2:12][CH2:13][CH2:14][CH2:15][CH:16]([OH:28])[CH2:17][CH2:18][CH2:19][CH2:20][CH2:21][C:22]([CH3:27])([CH3:26])[CH2:23][OH:24])[CH2:10][OH:9]. The yield is 0.650.